The task is: Predict the reaction yield, written as a fraction of the theoretical maximum amount of product (1.0 means a 100% yield; for example, 0.34 means a 34% yield).. This data is from Reaction yield outcomes from USPTO patents with 853,638 reactions. (1) The reactants are [Cl:1][C:2]1[N:3]=[C:4]([C:9]([NH:11][C@H:12]2[CH2:17][CH2:16][N:15]([C:18]3[S:19][C:20]([C:26]([O:28][CH2:29][CH3:30])=[O:27])=[C:21]([C:23](O)=[O:24])[N:22]=3)[CH2:14][C@H:13]2[O:31][CH2:32][CH3:33])=[O:10])[NH:5][C:6]=1[CH2:7][CH3:8].[CH:34]1([NH2:37])[CH2:36][CH2:35]1.CCN=C=NCCCN(C)C.Cl.ON1C2C=CC=CC=2N=N1. No catalyst specified. The product is [Cl:1][C:2]1[N:3]=[C:4]([C:9]([NH:11][C@H:12]2[CH2:17][CH2:16][N:15]([C:18]3[S:19][C:20]([C:26]([O:28][CH2:29][CH3:30])=[O:27])=[C:21]([C:23](=[O:24])[NH:37][CH:34]4[CH2:36][CH2:35]4)[N:22]=3)[CH2:14][C@H:13]2[O:31][CH2:32][CH3:33])=[O:10])[NH:5][C:6]=1[CH2:7][CH3:8]. The yield is 0.770. (2) The reactants are N[C:2](N)=[S:3].[Cl:5][C:6]1[CH:7]=[C:8]([CH:11]=[CH:12][C:13]=1[O:14][CH3:15])CBr.[OH-].[Na+].Cl. The catalyst is C(O)C.C(OCC)C. The product is [Cl:5][C:6]1[CH:7]=[C:8]([CH2:2][SH:3])[CH:11]=[CH:12][C:13]=1[O:14][CH3:15]. The yield is 0.830.